Dataset: Forward reaction prediction with 1.9M reactions from USPTO patents (1976-2016). Task: Predict the product of the given reaction. (1) Given the reactants [CH2:1]([O:4][C:5]1([CH3:38])[CH2:10][CH2:9][N:8]([C:11]2[N:16]3[N:17]=[C:18]([C:20]4[CH:25]=[CH:24][CH:23]=[C:22](Br)[CH:21]=4)[CH:19]=[C:15]3[N:14]=[C:13]([CH3:27])[C:12]=2[C@H:28]([O:33][C:34]([CH3:37])([CH3:36])[CH3:35])[C:29]([O:31][CH3:32])=[O:30])[CH2:7][CH2:6]1)[CH:2]=[CH2:3].[F:39][C:40]1[CH:41]=[CH:42][C:43]([OH:49])=[C:44](B(O)O)[CH:45]=1.CN(C=O)C.C([O-])([O-])=O.[Na+].[Na+], predict the reaction product. The product is: [CH2:1]([O:4][C:5]1([CH3:38])[CH2:10][CH2:9][N:8]([C:11]2[N:16]3[N:17]=[C:18]([C:20]4[CH:21]=[C:22]([C:42]5[CH:41]=[C:40]([F:39])[CH:45]=[CH:44][C:43]=5[OH:49])[CH:23]=[CH:24][CH:25]=4)[CH:19]=[C:15]3[N:14]=[C:13]([CH3:27])[C:12]=2[C@H:28]([O:33][C:34]([CH3:37])([CH3:36])[CH3:35])[C:29]([O:31][CH3:32])=[O:30])[CH2:7][CH2:6]1)[CH:2]=[CH2:3]. (2) The product is: [Br:1][C:2]1[CH:3]=[C:4]([C:8]2[C:17]3[C:12](=[CH:13][C:14]([OH:23])=[C:15]4[O:20][C:19]([CH3:21])([CH3:22])[CH2:18][C:16]4=3)[C:11]([CH3:26])([CH3:25])[CH2:10][N:9]=2)[CH:5]=[CH:6][CH:7]=1. Given the reactants [Br:1][C:2]1[CH:3]=[C:4]([C:8]2[C:17]3[C:12](=[CH:13][C:14]([O:23]C)=[C:15]4[O:20][C:19]([CH3:22])([CH3:21])[CH2:18][C:16]4=3)[C:11]([CH3:26])([CH3:25])[CH2:10][N:9]=2)[CH:5]=[CH:6][CH:7]=1.N, predict the reaction product. (3) Given the reactants [N:1]1([CH2:5][C:6]([CH3:16])([O:8][C:9]2[CH:10]=[CH:11][C:12](Cl)=[N:13][CH:14]=2)[CH3:7])[CH2:4][CH2:3][CH2:2]1.C1(P(C2CCCCC2)C2C=CC=CC=2C2C=CC=CC=2)CCCCC1.C[Si]([N-:46][Si](C)(C)C)(C)C.[Li+].[NH4+].[Cl-], predict the reaction product. The product is: [N:1]1([CH2:5][C:6]([CH3:16])([O:8][C:9]2[CH:10]=[CH:11][C:12]([NH2:46])=[N:13][CH:14]=2)[CH3:7])[CH2:4][CH2:3][CH2:2]1. (4) Given the reactants [F:1][C:2]1[C:3](Cl)=[N:4][C:5]([Cl:8])=[N:6][CH:7]=1.[CH2:10]([O:12]C([Sn](C)(C)C)=C)[CH3:11].Cl, predict the reaction product. The product is: [Cl:8][C:5]1[N:4]=[C:3]([C:10](=[O:12])[CH3:11])[C:2]([F:1])=[CH:7][N:6]=1. (5) Given the reactants [CH2:1]([O:4][C@H:5]1[C@@H:9]([CH2:10][C:11]2[CH:16]=[C:15]([CH3:17])[CH:14]=[C:13]([N:18]([C:26]([O:28][C:29]([CH3:32])([CH3:31])[CH3:30])=[O:27])[C:19]([O:21][C:22]([CH3:25])([CH3:24])[CH3:23])=[O:20])[N:12]=2)[CH2:8][N:7]([C:33]([O:35][C:36]([CH3:39])([CH3:38])[CH3:37])=[O:34])[CH2:6]1)[CH:2]=C.[O:40]=[O+][O-].S(C)C, predict the reaction product. The product is: [C:22]([O:21][C:19]([N:18]([C:26]([O:28][C:29]([CH3:32])([CH3:30])[CH3:31])=[O:27])[C:13]1[N:12]=[C:11]([CH2:10][C@@H:9]2[C@H:5]([O:4][CH2:1][CH:2]=[O:40])[CH2:6][N:7]([C:33]([O:35][C:36]([CH3:39])([CH3:37])[CH3:38])=[O:34])[CH2:8]2)[CH:16]=[C:15]([CH3:17])[CH:14]=1)=[O:20])([CH3:23])([CH3:24])[CH3:25].